This data is from Peptide-MHC class II binding affinity with 134,281 pairs from IEDB. The task is: Regression. Given a peptide amino acid sequence and an MHC pseudo amino acid sequence, predict their binding affinity value. This is MHC class II binding data. (1) The peptide sequence is IGTGDDCISIGPGST. The MHC is HLA-DPA10201-DPB10101 with pseudo-sequence HLA-DPA10201-DPB10101. The binding affinity (normalized) is 0. (2) The peptide sequence is MAFLEESHPGIFENS. The MHC is DRB1_0101 with pseudo-sequence DRB1_0101. The binding affinity (normalized) is 0.581. (3) The peptide sequence is MFNMLSTVLGVSILN. The MHC is DRB3_0101 with pseudo-sequence DRB3_0101. The binding affinity (normalized) is 0.388. (4) The peptide sequence is PVVHFFKNIVTPRTPPY. The MHC is DRB1_0301 with pseudo-sequence DRB1_0301. The binding affinity (normalized) is 0.548. (5) The peptide sequence is GPAYSAHCIGITDRD. The MHC is DRB1_0301 with pseudo-sequence DRB1_0301. The binding affinity (normalized) is 0.325. (6) The peptide sequence is EIMKHIVKIEVKGEEAVKKE. The MHC is DRB1_0401 with pseudo-sequence DRB1_0401. The binding affinity (normalized) is 0.414.